Dataset: Aqueous solubility values for 9,982 compounds from the AqSolDB database. Task: Regression/Classification. Given a drug SMILES string, predict its absorption, distribution, metabolism, or excretion properties. Task type varies by dataset: regression for continuous measurements (e.g., permeability, clearance, half-life) or binary classification for categorical outcomes (e.g., BBB penetration, CYP inhibition). For this dataset (solubility_aqsoldb), we predict Y. (1) The drug is Clc1ccc(Oc2ccc(Cl)c(Cl)c2)c(Cl)c1. The Y is -7.00 log mol/L. (2) The molecule is C=C(C)[C@H]1CC=C(C)C(=O)C1. The Y is -1.90 log mol/L. (3) The compound is CCCCCCCCOC(=O)/C=C/C(=O)OCCCCCCCC. The Y is -6.36 log mol/L. (4) The compound is C=Cn1cc[n+](C)c1.COS(=O)(=O)[O-]. The Y is 0.657 log mol/L. (5) The Y is -5.54 log mol/L. The drug is [F-].[F-].[F-].[La+3]. (6) The compound is O=C(O)C(=O)O. The Y is 0.0790 log mol/L. (7) The Y is 1.00 log mol/L. The molecule is NC1CCCCC1.